This data is from Reaction yield outcomes from USPTO patents with 853,638 reactions. The task is: Predict the reaction yield, written as a fraction of the theoretical maximum amount of product (1.0 means a 100% yield; for example, 0.34 means a 34% yield). The reactants are [N:1]([CH2:4][CH2:5][CH2:6][C:7]1([C:20]2[CH:25]=[CH:24][CH:23]=[CH:22][CH:21]=2)[NH:11][N:10]=[C:9]([C:12]2[CH:17]=[C:16]([F:18])[CH:15]=[CH:14][C:13]=2[F:19])[S:8]1)=[N+:2]=[N-:3].[C:26]([O:30][C:31](C(C)C(O)=O)=[O:32])([CH3:29])([CH3:28])[CH3:27].CCN=C=NC[CH2:44][CH2:45][N:46](C)C.C1C=CC2N(O)N=NC=2C=1.CN([CH:62]=[O:63])C. No catalyst specified. The product is [N:1]([CH2:4][CH2:5][CH2:6][C:7]1([C:20]2[CH:25]=[CH:24][CH:23]=[CH:22][CH:21]=2)[N:11]([C:62](=[O:63])[CH:45]([NH:46][C:31](=[O:32])[O:30][C:26]([CH3:27])([CH3:28])[CH3:29])[CH3:44])[N:10]=[C:9]([C:12]2[CH:17]=[C:16]([F:18])[CH:15]=[CH:14][C:13]=2[F:19])[S:8]1)=[N+:2]=[N-:3]. The yield is 0.940.